From a dataset of Reaction yield outcomes from USPTO patents with 853,638 reactions. Predict the reaction yield, written as a fraction of the theoretical maximum amount of product (1.0 means a 100% yield; for example, 0.34 means a 34% yield). (1) The reactants are [CH2:1]([NH:8][C:9]([C:11]1[C:12](=[O:22])[N:13]([CH2:18][CH2:19][CH2:20][CH3:21])[CH:14]=[C:15](I)[CH:16]=1)=[O:10])[C:2]1[CH:7]=[CH:6][CH:5]=[CH:4][CH:3]=1.[C:23]1(OB(O)O)[CH:28]=[CH:27][CH:26]=[CH:25][CH:24]=1.C(=O)([O-])[O-].[K+].[K+].[Cl-].[NH4+]. The catalyst is CN(C=O)C.C1C=CC([P]([Pd]([P](C2C=CC=CC=2)(C2C=CC=CC=2)C2C=CC=CC=2)([P](C2C=CC=CC=2)(C2C=CC=CC=2)C2C=CC=CC=2)[P](C2C=CC=CC=2)(C2C=CC=CC=2)C2C=CC=CC=2)(C2C=CC=CC=2)C2C=CC=CC=2)=CC=1.C(OCC)(=O)C. The product is [CH2:1]([NH:8][C:9]([C:11]1[C:12](=[O:22])[N:13]([CH2:18][CH2:19][CH2:20][CH3:21])[CH:14]=[C:15]([C:23]2[CH:28]=[CH:27][CH:26]=[CH:25][CH:24]=2)[CH:16]=1)=[O:10])[C:2]1[CH:7]=[CH:6][CH:5]=[CH:4][CH:3]=1. The yield is 0.880. (2) The reactants are [C:1]1([S:7]([N:10]2[C:18]3[C:13](=[CH:14][CH:15]=[CH:16][CH:17]=3)[C:12](Br)=[CH:11]2)(=[O:9])=[O:8])[CH:6]=[CH:5][CH:4]=[CH:3][CH:2]=1.[C:20]1(B(O)O)[CH:25]=[CH:24][CH:23]=[CH:22][CH:21]=1.C(=O)([O-])[O-].[Na+].[Na+]. The catalyst is C1(C)C=CC=CC=1.C(O)C.[Cl-].[NH4+]. The product is [C:1]1([S:7]([N:10]2[C:18]3[C:13](=[CH:14][CH:15]=[CH:16][CH:17]=3)[C:12]([C:20]3[CH:25]=[CH:24][CH:23]=[CH:22][CH:21]=3)=[CH:11]2)(=[O:9])=[O:8])[CH:6]=[CH:5][CH:4]=[CH:3][CH:2]=1. The yield is 0.470. (3) The reactants are [C:1]1([N:11]2[CH2:16][CH2:15][NH:14][CH2:13][CH2:12]2)[C:10]2[C:5](=[CH:6][CH:7]=[CH:8][CH:9]=2)[CH:4]=[CH:3][CH:2]=1.Br[CH2:18][CH2:19][C:20]1[CH:29]=[CH:28][C:23]2[NH:24][C:25](=[O:27])[O:26][C:22]=2[CH:21]=1.C(N(CC)CC)C.[I-].[Na+]. The catalyst is C(O)C. The product is [C:1]1([N:11]2[CH2:16][CH2:15][N:14]([CH2:18][CH2:19][C:20]3[CH:29]=[CH:28][C:23]4[NH:24][C:25](=[O:27])[O:26][C:22]=4[CH:21]=3)[CH2:13][CH2:12]2)[C:10]2[C:5](=[CH:6][CH:7]=[CH:8][CH:9]=2)[CH:4]=[CH:3][CH:2]=1. The yield is 0.230. (4) The reactants are Br[C:2]1[C:7]([NH2:8])=[CH:6][CH:5]=[C:4]([CH3:9])[N:3]=1.[C:10]([C:12]1[CH:17]=[CH:16][C:15]([F:18])=[CH:14][CH:13]=1)#[CH:11]. The catalyst is C(N(CC)CC)C.Cl[Pd](Cl)([P](C1C=CC=CC=1)(C1C=CC=CC=1)C1C=CC=CC=1)[P](C1C=CC=CC=1)(C1C=CC=CC=1)C1C=CC=CC=1. The product is [F:18][C:15]1[CH:16]=[CH:17][C:12]([C:10]#[C:11][C:2]2[C:7]([NH2:8])=[CH:6][CH:5]=[C:4]([CH3:9])[N:3]=2)=[CH:13][CH:14]=1. The yield is 0.680.